From a dataset of TCR-epitope binding with 47,182 pairs between 192 epitopes and 23,139 TCRs. Binary Classification. Given a T-cell receptor sequence (or CDR3 region) and an epitope sequence, predict whether binding occurs between them. The epitope is RAKFKQLL. The TCR CDR3 sequence is CSVGSGEDSPQYF. Result: 1 (the TCR binds to the epitope).